The task is: Predict the reaction yield, written as a fraction of the theoretical maximum amount of product (1.0 means a 100% yield; for example, 0.34 means a 34% yield).. This data is from Reaction yield outcomes from USPTO patents with 853,638 reactions. (1) The yield is 0.470. The product is [NH:8]1[CH2:12][CH2:11][CH2:10][C@H:9]1[CH2:13][NH:14][C:15]1[CH:20]=[CH:19][C:18]([C:21]2[CH:26]=[CH:25][CH:24]=[CH:23][CH:22]=2)=[CH:17][C:16]=1[O:27][C:28]1[CH:29]=[CH:30][C:31]([C:34]([OH:36])=[O:35])=[CH:32][CH:33]=1. The reactants are C(OC([N:8]1[CH2:12][CH2:11][CH2:10][C@H:9]1[CH2:13][NH:14][C:15]1[CH:20]=[CH:19][C:18]([C:21]2[CH:26]=[CH:25][CH:24]=[CH:23][CH:22]=2)=[CH:17][C:16]=1[O:27][C:28]1[CH:33]=[CH:32][C:31]([C:34]([OH:36])=[O:35])=[CH:30][CH:29]=1)=O)(C)(C)C.C(O)(C(F)(F)F)=O. The catalyst is C(Cl)Cl. (2) The reactants are [OH:1][C:2]1[CH:7]=[CH:6][C:5]([N:8]2[C:13](=[O:14])[C:12]([CH2:15][C:16]3[CH:21]=[CH:20][C:19]([C:22]4[C:23]([C:28]#[N:29])=[CH:24][CH:25]=[CH:26][CH:27]=4)=[CH:18][CH:17]=3)=[C:11]([CH2:30][CH2:31][CH3:32])[N:10]3[N:33]=[CH:34][CH:35]=[C:9]23)=[CH:4][CH:3]=1.Br[CH2:37][C:38]([O:40][CH2:41][CH3:42])=[O:39].C(=O)([O-])[O-].[Cs+].[Cs+].C(OCC)(=O)C. The catalyst is CN(C)C=O.O. The product is [CH2:41]([O:40][C:38](=[O:39])[CH2:37][O:1][C:2]1[CH:3]=[CH:4][C:5]([N:8]2[C:13](=[O:14])[C:12]([CH2:15][C:16]3[CH:21]=[CH:20][C:19]([C:22]4[CH:27]=[CH:26][CH:25]=[CH:24][C:23]=4[C:28]#[N:29])=[CH:18][CH:17]=3)=[C:11]([CH2:30][CH2:31][CH3:32])[N:10]3[N:33]=[CH:34][CH:35]=[C:9]23)=[CH:6][CH:7]=1)[CH3:42]. The yield is 0.750. (3) The reactants are FC(F)(F)C(OC(=O)C(F)(F)F)=O.CCN(C(C)C)C(C)C.[F:23][C:24]1[CH:29]=[CH:28][C:27]([C:30]2[O:31][C:32]3[CH:41]=[C:40]([NH:42][S:43]([CH3:46])(=[O:45])=[O:44])[C:39]([O:47][CH:48]([CH3:50])[CH3:49])=[CH:38][C:33]=3[C:34]=2[C:35]([NH2:37])=O)=[CH:26][CH:25]=1. The catalyst is C(Cl)Cl.C1COCC1.CCOC(C)=O. The product is [C:35]([C:34]1[C:33]2[CH:38]=[C:39]([O:47][CH:48]([CH3:50])[CH3:49])[C:40]([NH:42][S:43]([CH3:46])(=[O:45])=[O:44])=[CH:41][C:32]=2[O:31][C:30]=1[C:27]1[CH:26]=[CH:25][C:24]([F:23])=[CH:29][CH:28]=1)#[N:37]. The yield is 0.500. (4) The reactants are [F:1][C:2]([F:12])([F:11])[C:3]1[CH:10]=[CH:9][C:6]([C:7]#[N:8])=[CH:5][CH:4]=1.C[O-].[Na+].[Cl-:16].[NH4+:17]. The catalyst is CO. The product is [ClH:16].[F:1][C:2]([F:11])([F:12])[C:3]1[CH:10]=[CH:9][C:6]([C:7]([NH2:17])=[NH:8])=[CH:5][CH:4]=1. The yield is 0.720.